This data is from Peptide-MHC class II binding affinity with 134,281 pairs from IEDB. The task is: Regression. Given a peptide amino acid sequence and an MHC pseudo amino acid sequence, predict their binding affinity value. This is MHC class II binding data. (1) The peptide sequence is KNTIVIPKGDFLTGP. The MHC is DRB1_0301 with pseudo-sequence DRB1_0301. The binding affinity (normalized) is 0.196. (2) The peptide sequence is PIIIDQKYCPNKICT. The MHC is DRB1_0401 with pseudo-sequence DRB1_0401. The binding affinity (normalized) is 0.376. (3) The binding affinity (normalized) is 0.560. The peptide sequence is HFQRALIFILLTAVA. The MHC is DRB1_0802 with pseudo-sequence DRB1_0802.